This data is from Full USPTO retrosynthesis dataset with 1.9M reactions from patents (1976-2016). The task is: Predict the reactants needed to synthesize the given product. (1) Given the product [Cl:1][C:2]1[C:9]([CH3:10])=[CH:8][C:5]([C:6]#[N:7])=[CH:4][C:3]=1[C:11]([C:13]1[N:14]([CH2:31][CH3:32])[C:15](=[O:23])[NH:16][C:17](=[O:22])[C:18]=1[CH:19]([CH3:20])[CH3:21])=[O:12], predict the reactants needed to synthesize it. The reactants are: [Cl:1][C:2]1[C:9]([CH3:10])=[CH:8][C:5]([C:6]#[N:7])=[CH:4][C:3]=1[C:11]([C:13]1[NH:14][C:15](=[O:23])[NH:16][C:17](=[O:22])[C:18]=1[CH:19]([CH3:21])[CH3:20])=[O:12].C(=O)([O-])[O-].[K+].[K+].I[CH2:31][CH3:32]. (2) Given the product [NH2:1][C:2]1[C:3]2[N:20]([CH2:21][C:22]([F:26])([F:25])[CH2:23][OH:24])[C:9]([NH:11][C:12]3[CH:17]=[CH:16][C:15]([Cl:18])=[CH:14][C:13]=3[Cl:19])=[N:8][C:4]=2[CH:5]=[CH:6][CH:7]=1, predict the reactants needed to synthesize it. The reactants are: [NH2:1][C:2]1[C:3]([NH:20][CH2:21][C:22]([F:26])([F:25])[CH2:23][OH:24])=[C:4]([NH:8][C:9]([NH:11][C:12]2[CH:17]=[CH:16][C:15]([Cl:18])=[CH:14][C:13]=2[Cl:19])=S)[CH:5]=[CH:6][CH:7]=1.C(N(CC)CC)C.Cl.C(N=C=NCCCN(C)C)C. (3) Given the product [F:13][C:12]([F:15])([F:14])[C:7]1[CH:8]=[C:9]2[C:4](=[CH:5][CH:6]=1)[CH:3]=[C:2]([B:16]([OH:20])[OH:17])[CH:11]=[CH:10]2, predict the reactants needed to synthesize it. The reactants are: Br[C:2]1[CH:11]=[CH:10][C:9]2[C:4](=[CH:5][CH:6]=[C:7]([C:12]([F:15])([F:14])[F:13])[CH:8]=2)[CH:3]=1.[B:16]1(B2OC(C)(C)C(C)(C)O2)[O:20]C(C)(C)C(C)(C)[O:17]1.C([O-])(=O)C.[K+]. (4) Given the product [Cl:38][C:39]1[CH:40]=[CH:41][C:42]([O:43][C:44]2[CH:49]=[CH:48][C:47]([N:50]=[C:51]([NH:71][C:72]#[N:73])[NH:52][C@@H:53]([CH2:65][C:66]3[CH:2]=[CH:70][CH:69]=[CH:68][CH:67]=3)[CH2:54][C:55]([NH:57][CH2:58][CH2:59][N:60]3[CH2:64][CH2:63][CH2:62][CH2:61]3)=[O:56])=[CH:46][CH:45]=2)=[CH:74][CH:75]=1, predict the reactants needed to synthesize it. The reactants are: Cl[C:2]1C=CC(OC2C=CC(NCC(N[C@@H](CC3C=CC=CC=3)C(NCCN3CCCC3)=O)=O)=CC=2)=CC=1.[Cl:38][C:39]1[CH:75]=[CH:74][C:42]([O:43][C:44]2[CH:49]=[CH:48][C:47]([N:50]=[C:51]([NH:71][C:72]#[N:73])[NH:52][CH:53]([C:65]3[CH:70]=[CH:69][CH:68]=[CH:67][CH:66]=3)[CH2:54][C:55]([NH:57][CH2:58][CH2:59][N:60]3[CH2:64][CH2:63][CH2:62][CH2:61]3)=[O:56])=[CH:46][CH:45]=2)=[CH:41][CH:40]=1. (5) Given the product [CH2:25]([O:27][C:28](=[O:41])[CH2:29][CH2:30][C:31]1[CH:36]=[CH:35][C:34]([O:10][CH2:9][CH2:8][C@@H:7]([O:6][C:5]2[CH:16]=[CH:17][C:2]([Cl:1])=[CH:3][C:4]=2[O:18][C:19]2[CH:24]=[CH:23][CH:22]=[CH:21][CH:20]=2)[CH3:15])=[CH:33][C:32]=1[CH:38]([CH3:40])[CH3:39])[CH3:26], predict the reactants needed to synthesize it. The reactants are: [Cl:1][C:2]1[CH:17]=[CH:16][C:5]([O:6][C@@H:7]([CH3:15])[CH2:8][CH2:9][O:10]S(C)(=O)=O)=[C:4]([O:18][C:19]2[CH:24]=[CH:23][CH:22]=[CH:21][CH:20]=2)[CH:3]=1.[CH2:25]([O:27][C:28](=[O:41])[CH2:29][CH2:30][C:31]1[CH:36]=[CH:35][C:34](O)=[CH:33][C:32]=1[CH:38]([CH3:40])[CH3:39])[CH3:26]. (6) Given the product [F:8][C:6]1[CH:5]=[C:4]([S:9]([N:12]2[CH2:17][CH2:16][C:15]3[N:18]([C:28]([C:41]4[CH:46]=[CH:45][CH:44]=[CH:43][CH:42]=4)([C:35]4[CH:36]=[CH:37][CH:38]=[CH:39][CH:40]=4)[C:29]4[CH:34]=[CH:33][CH:32]=[CH:31][CH:30]=4)[N:19]=[C:20]([NH2:21])[C:14]=3[CH2:13]2)(=[O:11])=[O:10])[CH:3]=[C:2]([F:1])[CH:7]=1, predict the reactants needed to synthesize it. The reactants are: [F:1][C:2]1[CH:3]=[C:4]([S:9]([N:12]2[CH2:17][CH2:16][C:15]3[N:18]([C:28]([C:41]4[CH:46]=[CH:45][CH:44]=[CH:43][CH:42]=4)([C:35]4[CH:40]=[CH:39][CH:38]=[CH:37][CH:36]=4)[C:29]4[CH:34]=[CH:33][CH:32]=[CH:31][CH:30]=4)[N:19]=[C:20]([NH:21]C(=O)C(F)(F)F)[C:14]=3[CH2:13]2)(=[O:11])=[O:10])[CH:5]=[C:6]([F:8])[CH:7]=1. (7) Given the product [Br:13][C:14]1[CH:40]=[C:39]([F:41])[CH:38]=[CH:37][C:15]=1[O:16][C:17]1[C:26]2[C:21](=[CH:22][C:23]([C:12]#[C:11][CH2:10][CH2:9][CH2:8][CH2:7][N:4]3[CH2:5][CH2:6][O:1][CH2:2][CH2:3]3)=[C:24]([O:27][CH3:28])[CH:25]=2)[N:20]=[CH:19][N:18]=1, predict the reactants needed to synthesize it. The reactants are: [O:1]1[CH2:6][CH2:5][N:4]([CH2:7][CH2:8][CH2:9][CH2:10][C:11]#[CH:12])[CH2:3][CH2:2]1.[Br:13][C:14]1[CH:40]=[C:39]([F:41])[CH:38]=[CH:37][C:15]=1[O:16][C:17]1[C:26]2[C:21](=[CH:22][C:23](OS(C(F)(F)F)(=O)=O)=[C:24]([O:27][CH3:28])[CH:25]=2)[N:20]=[CH:19][N:18]=1.